Dataset: Full USPTO retrosynthesis dataset with 1.9M reactions from patents (1976-2016). Task: Predict the reactants needed to synthesize the given product. (1) Given the product [Br:30][C:28]1[C:27]([O:31][CH3:32])=[CH:26][C:23]([CH:24]([OH:25])[C:9]#[C:8][C:6]2[CH:7]=[CH:2][CH:3]=[CH:4][CH:5]=2)=[C:22]([O:21][CH3:20])[CH:29]=1, predict the reactants needed to synthesize it. The reactants are: F[C:2]1[CH:3]=[CH:4][C:5](OC)=[C:6]([CH:8](O)[C:9]#CC2C=CC=CC=2)[CH:7]=1.[CH3:20][O:21][C:22]1[CH:29]=[C:28]([Br:30])[C:27]([O:31][CH3:32])=[CH:26][C:23]=1[CH:24]=[O:25]. (2) Given the product [CH2:44]([C:35]1[CH:36]=[C:37]2[C:38]([CH:41]=[C:16]([O:21][CH3:22])[C:15]([C:15]3[C:16]([O:21][CH3:22])=[CH:17][C:18]4[C:13](=[CH:12][C:11]([CH2:1][CH2:2][CH2:3][CH2:4][CH2:5][CH2:6][CH2:7][CH2:8][CH2:9][CH3:10])=[CH:20][CH:19]=4)[CH:14]=3)=[CH:42]2)=[CH:39][CH:34]=1)[CH2:26][CH2:25][CH2:24][CH2:23][CH2:3][CH2:2][CH2:1][CH2:11][CH3:12], predict the reactants needed to synthesize it. The reactants are: [CH2:1]([C:11]1[CH:20]=[CH:19][C:18]2[C:13](=[CH:14][CH:15]=[C:16]([O:21][CH3:22])[CH:17]=2)[CH:12]=1)[CH2:2][CH2:3][CH2:4][CH2:5][CH2:6][CH2:7][CH2:8][CH2:9][CH3:10].[CH2:23]([Li])[CH2:24][CH2:25][CH3:26].[Cu](C#N)C#N.C[C:34]1[C:39](=O)[C:38]([CH3:41])=[C:37]([CH3:42])[C:36](=O)[C:35]=1[CH3:44].Cl. (3) Given the product [Cl:10][C:4]1[CH:5]=[C:6]([CH:9]=[C:2]([N:15]2[CH2:16][CH2:17][N:12]([CH3:11])[CH2:13][CH2:14]2)[CH:3]=1)[C:7]#[N:8], predict the reactants needed to synthesize it. The reactants are: F[C:2]1[CH:3]=[C:4]([Cl:10])[CH:5]=[C:6]([CH:9]=1)[C:7]#[N:8].[CH3:11][N:12]1[CH2:17][CH2:16][NH:15][CH2:14][CH2:13]1.C(OCC)C. (4) Given the product [CH3:1][C:2]1[C:10]2[C:5](=[N:6][C:7]([CH3:26])=[C:8]([CH:18]([CH2:23][CH2:24][CH3:25])[C:19]([OH:21])=[O:20])[C:9]=2[C:11]2[CH:12]=[CH:13][C:14]([CH3:17])=[CH:15][CH:16]=2)[S:4][CH:3]=1, predict the reactants needed to synthesize it. The reactants are: [CH3:1][C:2]1[C:10]2[C:5](=[N:6][C:7]([CH3:26])=[C:8]([CH:18]([CH2:23][CH2:24][CH3:25])[C:19]([O:21]C)=[O:20])[C:9]=2[C:11]2[CH:16]=[CH:15][C:14]([CH3:17])=[CH:13][CH:12]=2)[S:4][CH:3]=1.[OH-].[Na+]. (5) Given the product [CH:1]1([C:4]2[N:5]=[C:6]([CH:10]=[O:11])[CH:7]=[CH:8][CH:9]=2)[CH2:3][CH2:2]1, predict the reactants needed to synthesize it. The reactants are: [CH:1]1([C:4]2[CH:9]=[CH:8][CH:7]=[C:6]([CH:10]3OCC[O:11]3)[N:5]=2)[CH2:3][CH2:2]1.S(O)(C1C=CC(C)=CC=1)(=O)=O.O. (6) Given the product [Cl:20][C:7]1[CH:6]=[C:4]([N:5]=[C:21]=[S:22])[CH:3]=[C:2]([Cl:1])[C:8]=1[S:9][C:10]1[CH:15]=[CH:14][C:13]([C:16]([F:17])([F:19])[F:18])=[CH:12][CH:11]=1, predict the reactants needed to synthesize it. The reactants are: [Cl:1][C:2]1[CH:3]=[C:4]([CH:6]=[C:7]([Cl:20])[C:8]=1[S:9][C:10]1[CH:15]=[CH:14][C:13]([C:16]([F:19])([F:18])[F:17])=[CH:12][CH:11]=1)[NH2:5].[C:21](N1C=CN=C1)(N1C=CN=C1)=[S:22].